This data is from Full USPTO retrosynthesis dataset with 1.9M reactions from patents (1976-2016). The task is: Predict the reactants needed to synthesize the given product. (1) Given the product [Cl:1][C:2]1[CH:21]=[CH:20][C:5]([C:6]([N:8]2[CH2:14][C:13]3[CH:15]=[CH:16][CH:17]=[CH:18][C:12]=3[N:11]([CH2:28][C:27]3[CH:30]=[CH:31][C:32]([Cl:33])=[C:25]([Cl:24])[CH:26]=3)[C:10](=[O:19])[CH2:9]2)=[O:7])=[CH:4][CH:3]=1, predict the reactants needed to synthesize it. The reactants are: [Cl:1][C:2]1[CH:21]=[CH:20][C:5]([C:6]([N:8]2[CH2:14][C:13]3[CH:15]=[CH:16][CH:17]=[CH:18][C:12]=3[NH:11][C:10](=[O:19])[CH2:9]2)=[O:7])=[CH:4][CH:3]=1.[H-].[Na+].[Cl:24][C:25]1[CH:26]=[C:27]([CH:30]=[CH:31][C:32]=1[Cl:33])[CH2:28]Cl.C(OCC)(=O)C. (2) Given the product [OH:8][C:9]1[CH:14]=[C:13]([O:15][CH3:16])[CH:12]=[CH:11][C:10]=1[CH2:17][CH2:18][C:19]([O:21][CH2:22][CH3:23])=[O:20], predict the reactants needed to synthesize it. The reactants are: C([O:8][C:9]1[CH:14]=[C:13]([O:15][CH3:16])[CH:12]=[CH:11][C:10]=1/[CH:17]=[CH:18]/[C:19]([O:21][CH2:22][CH3:23])=[O:20])C1C=CC=CC=1. (3) Given the product [O:11]=[C:5]1[CH2:4][C:3]2[C:7](=[CH:8][CH:9]=[CH:10][C:2]=2[NH:1][CH2:13][C:14]([O:16][CH2:17][C:18]2[CH:23]=[CH:22][CH:21]=[CH:20][CH:19]=2)=[O:15])[NH:6]1, predict the reactants needed to synthesize it. The reactants are: [NH2:1][C:2]1[CH:10]=[CH:9][CH:8]=[C:7]2[C:3]=1[CH2:4][C:5](=[O:11])[NH:6]2.Br[CH2:13][C:14]([O:16][CH2:17][C:18]1[CH:23]=[CH:22][CH:21]=[CH:20][CH:19]=1)=[O:15].C(=O)([O-])[O-].[Cs+].[Cs+].[I-].[K+]. (4) Given the product [CH2:27]([NH:34][C:5]1[C:6](=[O:7])[N:2]([CH3:1])[C:3](=[O:9])[N:4]=1)[C:28]1[CH:33]=[CH:32][CH:31]=[CH:30][CH:29]=1, predict the reactants needed to synthesize it. The reactants are: [CH3:1][N:2]1[C:6](=[O:7])[C:5](=O)[NH:4][C:3]1=[O:9].N1C=CN=C1.C(N(CC)CC)C.Cl[Si](C)(C)C.[CH2:27]([NH2:34])[C:28]1[CH:33]=[CH:32][CH:31]=[CH:30][CH:29]=1. (5) Given the product [CH2:24]([O:23][C:21](=[O:22])[CH2:20][NH:18][C:4]1[CH:3]=[C:2]([Cl:1])[C:7]([O:8][C:9]2[CH:10]=[CH:11][C:12]([O:15][CH3:16])=[CH:13][CH:14]=2)=[C:6]([Cl:17])[CH:5]=1)[CH3:25], predict the reactants needed to synthesize it. The reactants are: [Cl:1][C:2]1[CH:3]=[C:4]([NH2:18])[CH:5]=[C:6]([Cl:17])[C:7]=1[O:8][C:9]1[CH:14]=[CH:13][C:12]([O:15][CH3:16])=[CH:11][CH:10]=1.Br[CH2:20][C:21]([O:23][CH2:24][CH3:25])=[O:22].C(N(C(C)C)CC)(C)C. (6) Given the product [Cl:21][CH2:20][O:16][C:7]1[C:8]([C@H:12]([CH3:15])[CH2:13][CH3:14])=[CH:9][CH:10]=[CH:11][C:6]=1[C@@H:4]([CH:1]1[CH2:3][CH2:2]1)[CH3:5], predict the reactants needed to synthesize it. The reactants are: [CH:1]1([C@H:4]([C:6]2[CH:11]=[CH:10][CH:9]=[C:8]([C@H:12]([CH3:15])[CH2:13][CH3:14])[C:7]=2[OH:16])[CH3:5])[CH2:3][CH2:2]1.[OH-].[Na+].Br[CH2:20][Cl:21].